From a dataset of Forward reaction prediction with 1.9M reactions from USPTO patents (1976-2016). Predict the product of the given reaction. (1) Given the reactants [CH2:1]([O:8][CH2:9][CH2:10][OH:11])[C:2]1[CH:7]=[CH:6][CH:5]=[CH:4][CH:3]=1.C(N(CC)CC)C.[CH3:19][S:20](Cl)(=[O:22])=[O:21].C(=O)(O)[O-].[Na+], predict the reaction product. The product is: [CH3:19][S:20]([O:11][CH2:10][CH2:9][O:8][CH2:1][C:2]1[CH:7]=[CH:6][CH:5]=[CH:4][CH:3]=1)(=[O:22])=[O:21]. (2) The product is: [Cl:1][C:2]1[CH:3]=[C:4]2[C:9](=[CH:10][C:11]=1[O:12][C:13]1[CH:14]=[CH:15][C:16]([C:19](=[O:33])[NH:20][CH:21]3[CH2:22][CH2:23][CH:24]([C:27]4[CH:28]=[CH:29][CH:30]=[CH:31][CH:32]=4)[CH2:25][CH2:26]3)=[CH:17][CH:18]=1)[O:8][CH2:7][CH2:6][CH:5]2[C:34]([O:36][CH2:39][CH3:40])=[O:35]. Given the reactants [Cl:1][C:2]1[CH:3]=[C:4]2[C:9](=[CH:10][C:11]=1[O:12][C:13]1[CH:18]=[CH:17][C:16]([C:19](=[O:33])[NH:20][CH:21]3[CH2:26][CH2:25][CH:24]([C:27]4[CH:32]=[CH:31][CH:30]=[CH:29][CH:28]=4)[CH2:23][CH2:22]3)=[CH:15][CH:14]=1)[O:8][CH2:7][CH2:6][CH:5]2[C:34]([OH:36])=[O:35].[OH-].[Na+].[CH2:39]1COC[CH2:40]1.CO, predict the reaction product. (3) Given the reactants [CH2:1]([O:8][C:9]1[C:10]([O:26]COC)=[C:11]([CH:23]=[CH:24][N:25]=1)[C:12]([NH:14][CH2:15][C:16]1[CH:21]=[CH:20][C:19]([F:22])=[CH:18][CH:17]=1)=[O:13])[C:2]1[CH:7]=[CH:6][CH:5]=[CH:4][CH:3]=1.Cl.[OH-].[Na+].C([O-])([O-])=O.[K+].[K+].[I:39]I, predict the reaction product. The product is: [CH2:1]([O:8][C:9]1[C:10]([OH:26])=[C:11]([CH:23]=[C:24]([I:39])[N:25]=1)[C:12]([NH:14][CH2:15][C:16]1[CH:21]=[CH:20][C:19]([F:22])=[CH:18][CH:17]=1)=[O:13])[C:2]1[CH:7]=[CH:6][CH:5]=[CH:4][CH:3]=1. (4) Given the reactants [F:1][C:2]1[CH:7]=[CH:6][CH:5]=[CH:4][C:3]=1[C:8]1[CH:13]=[CH:12][N:11]([CH2:14][CH2:15][CH2:16][CH:17]=O)[C:10](=[O:19])[N:9]=1.[F:20][C:21]([F:35])([F:34])[C:22]1[CH:27]=[CH:26][C:25]([C@:28]23[CH2:33][C@H:32]2[CH2:31][NH:30][CH2:29]3)=[CH:24][CH:23]=1.CC(O)=O.[BH-](OC(C)=O)(OC(C)=O)OC(C)=O.[Na+].[Cl:54]CCCl, predict the reaction product. The product is: [ClH:54].[F:1][C:2]1[CH:7]=[CH:6][CH:5]=[CH:4][C:3]=1[C:8]1[CH:13]=[CH:12][N:11]([CH2:14][CH2:15][CH2:16][CH2:17][N:30]2[CH2:31][C@H:32]3[C@:28]([C:25]4[CH:24]=[CH:23][C:22]([C:21]([F:20])([F:35])[F:34])=[CH:27][CH:26]=4)([CH2:33]3)[CH2:29]2)[C:10](=[O:19])[N:9]=1. (5) Given the reactants [NH2:1][C:2]1[CH:7]=[CH:6][CH:5]=[CH:4][C:3]=1[S:8]([NH2:11])(=[O:10])=[O:9].[Cl:12][C:13]1[N:18]=[C:17](Cl)[CH:16]=[CH:15][N:14]=1.Cl.C(=O)(O)[O-].[Na+], predict the reaction product. The product is: [Cl:12][C:13]1[N:18]=[C:17]([NH:1][C:2]2[CH:7]=[CH:6][CH:5]=[CH:4][C:3]=2[S:8]([NH2:11])(=[O:9])=[O:10])[CH:16]=[CH:15][N:14]=1.